Dataset: Reaction yield outcomes from USPTO patents with 853,638 reactions. Task: Predict the reaction yield, written as a fraction of the theoretical maximum amount of product (1.0 means a 100% yield; for example, 0.34 means a 34% yield). (1) The catalyst is [Pd].CO. The reactants are [CH3:1][C:2]([CH3:36])([CH3:35])/[CH:3]=[CH:4]/[C:5]1[CH:9]=[C:8]([C:10]([NH:12][S:13]([C:16]2[CH:21]=[CH:20][CH:19]=[C:18]([N+:22]([O-])=O)[CH:17]=2)(=[O:15])=[O:14])=[O:11])[N:7]([CH2:25][C:26]2[C:31]([CH3:32])=[CH:30][C:29](C)=[CH:28][C:27]=2[CH3:34])[N:6]=1.[H][H]. The yield is 0.170. The product is [NH2:22][C:18]1[CH:17]=[C:16]([S:13]([NH:12][C:10]([C:8]2[N:7]([CH2:25][C:26]3[C:27]([CH3:34])=[CH:28][CH:29]=[CH:30][C:31]=3[CH3:32])[N:6]=[C:5]([CH2:4][CH2:3][C:2]([CH3:36])([CH3:35])[CH3:1])[CH:9]=2)=[O:11])(=[O:15])=[O:14])[CH:21]=[CH:20][CH:19]=1. (2) The reactants are [CH3:1][C@@H:2]1[N:8]([C:9]2[CH:14]=[CH:13][CH:12]=[CH:11][CH:10]=2)[CH2:7][C:6]2[CH:15]=[CH:16][C:17]([C:19]([O:21]C)=O)=[CH:18][C:5]=2[O:4][CH2:3]1.[OH-:23].[Na+].[NH2:25]O. The catalyst is C1COCC1.CO. The product is [OH:23][NH:25][C:19]([C:17]1[CH:16]=[CH:15][C:6]2[CH2:7][N:8]([C:9]3[CH:14]=[CH:13][CH:12]=[CH:11][CH:10]=3)[C@@H:2]([CH3:1])[CH2:3][O:4][C:5]=2[CH:18]=1)=[O:21]. The yield is 0.330. (3) The reactants are C([O:4][C@H:5]([CH3:23])[CH2:6][CH2:7][CH2:8][CH2:9][N:10]1[C:19](=[O:20])[C:18]2[N:17]([CH3:21])[N:16]=[N:15][C:14]=2[N:13]([CH3:22])[C:11]1=[O:12])(=O)C.Cl.C(OCC)C. The catalyst is CO. The product is [CH3:22][N:13]1[C:14]2[N:15]=[N:16][N:17]([CH3:21])[C:18]=2[C:19](=[O:20])[N:10]([CH2:9][CH2:8][CH2:7][CH2:6][C@H:5]([OH:4])[CH3:23])[C:11]1=[O:12]. The yield is 0.880. (4) The reactants are [Cl:1][C:2]1[CH:3]=[C:4]([OH:10])[C:5](=[CH:7][C:8]=1[Cl:9])[OH:6].C(=O)([O-])[O-].[K+].[K+].Br[CH:18]([CH2:24]Br)[C:19]([O:21][CH2:22][CH3:23])=[O:20]. The catalyst is CC(C)=O. The product is [Cl:1][C:2]1[C:8]([Cl:9])=[CH:7][C:5]2[O:6][CH:18]([C:19]([O:21][CH2:22][CH3:23])=[O:20])[CH2:24][O:10][C:4]=2[CH:3]=1. The yield is 0.620. (5) The reactants are [I:1][C:2]1[CH:3]=[C:4]([NH:8][NH2:9])[CH:5]=[CH:6][CH:7]=1.[F:10][C:11]([F:23])([F:22])[C:12](=O)[CH2:13][C:14]([C:16]1[O:17][CH:18]=[CH:19][CH:20]=1)=O. The catalyst is C(O)(=O)C. The product is [O:17]1[CH:18]=[CH:19][CH:20]=[C:16]1[C:14]1[N:8]([C:4]2[CH:5]=[CH:6][CH:7]=[C:2]([I:1])[CH:3]=2)[N:9]=[C:12]([C:11]([F:10])([F:22])[F:23])[CH:13]=1. The yield is 0.870. (6) The reactants are C1C=CC2N(O)N=NC=2C=1.CCN=C=NCCCN(C)C.Cl.[C:23]1([C:30]2[CH:35]=[CH:34][CH:33]=[CH:32][CH:31]=2)[CH:28]=[CH:27][C:26]([NH2:29])=[CH:25][CH:24]=1.[CH3:36][O:37][C:38]([C:40]1([C:43](O)=[O:44])[CH2:42][CH2:41]1)=[O:39]. The catalyst is CN(C1C=CN=CC=1)C.CN(C=O)C.O. The product is [CH3:36][O:37][C:38]([C:40]1([C:43](=[O:44])[NH:29][C:26]2[CH:25]=[CH:24][C:23]([C:30]3[CH:35]=[CH:34][CH:33]=[CH:32][CH:31]=3)=[CH:28][CH:27]=2)[CH2:42][CH2:41]1)=[O:39]. The yield is 0.750. (7) The reactants are [CH2:1]([O:8][C:9]1[CH:14]=[C:13]([O:15][CH2:16][C:17]2[CH:22]=[CH:21][CH:20]=[CH:19][CH:18]=2)[C:12]([CH:23]([CH3:25])[CH3:24])=[CH:11][C:10]=1[C:26]1[O:30][N:29]=[C:28]([C:31]([NH:33][CH2:34][CH3:35])=[O:32])[C:27]=1[C:36](=[N:38][OH:39])[NH2:37])[C:2]1[CH:7]=[CH:6][CH:5]=[CH:4][CH:3]=1.[CH:40]1([C:45](Cl)=O)[CH2:44][CH2:43][CH2:42][CH2:41]1. No catalyst specified. The product is [CH2:1]([O:8][C:9]1[CH:14]=[C:13]([O:15][CH2:16][C:17]2[CH:22]=[CH:21][CH:20]=[CH:19][CH:18]=2)[C:12]([CH:23]([CH3:25])[CH3:24])=[CH:11][C:10]=1[C:26]1[O:30][N:29]=[C:28]([C:31]([NH:33][CH2:34][CH3:35])=[O:32])[C:27]=1[C:36]1[N:37]=[C:45]([CH:40]2[CH2:44][CH2:43][CH2:42][CH2:41]2)[O:39][N:38]=1)[C:2]1[CH:7]=[CH:6][CH:5]=[CH:4][CH:3]=1. The yield is 0.600.